From a dataset of NCI-60 drug combinations with 297,098 pairs across 59 cell lines. Regression. Given two drug SMILES strings and cell line genomic features, predict the synergy score measuring deviation from expected non-interaction effect. (1) Drug 1: CN(C)N=NC1=C(NC=N1)C(=O)N. Drug 2: COC1=C2C(=CC3=C1OC=C3)C=CC(=O)O2. Cell line: NCI-H226. Synergy scores: CSS=-4.06, Synergy_ZIP=2.22, Synergy_Bliss=0.158, Synergy_Loewe=-3.81, Synergy_HSA=-3.55. (2) Drug 1: C1=NC2=C(N1)C(=S)N=C(N2)N. Drug 2: C(CCl)NC(=O)N(CCCl)N=O. Cell line: SR. Synergy scores: CSS=85.8, Synergy_ZIP=0.791, Synergy_Bliss=1.67, Synergy_Loewe=1.92, Synergy_HSA=4.35. (3) Drug 1: C1=CC(=CC=C1C#N)C(C2=CC=C(C=C2)C#N)N3C=NC=N3. Drug 2: C1=NC2=C(N=C(N=C2N1C3C(C(C(O3)CO)O)O)F)N. Cell line: HCC-2998. Synergy scores: CSS=47.7, Synergy_ZIP=5.57, Synergy_Bliss=6.65, Synergy_Loewe=5.68, Synergy_HSA=6.44.